From a dataset of CYP2D6 inhibition data for predicting drug metabolism from PubChem BioAssay. Regression/Classification. Given a drug SMILES string, predict its absorption, distribution, metabolism, or excretion properties. Task type varies by dataset: regression for continuous measurements (e.g., permeability, clearance, half-life) or binary classification for categorical outcomes (e.g., BBB penetration, CYP inhibition). Dataset: cyp2d6_veith. The compound is CN1CCN(Cc2nc3cccc4c3c([n+]2[O-])-c2ccccc2-4)CC1. The result is 0 (non-inhibitor).